The task is: Predict the reaction yield, written as a fraction of the theoretical maximum amount of product (1.0 means a 100% yield; for example, 0.34 means a 34% yield).. This data is from Reaction yield outcomes from USPTO patents with 853,638 reactions. (1) The reactants are [Cl:1][C:2]1[CH:11]=[C:10]2[C:5]([CH:6]=[C:7]([C:18]3[NH:22][C:21](=[O:23])[NH:20][N:19]=3)[N:8]=[C:9]2[O:12][C@H:13]2[CH2:17][CH2:16][NH:15][CH2:14]2)=[CH:4][CH:3]=1.CC1C=CC=C(C)N=1.[C:32](Cl)(=[O:35])[CH:33]=[CH2:34]. The catalyst is C(Cl)Cl. The product is [C:32]([N:15]1[CH2:16][CH2:17][C@H:13]([O:12][C:9]2[C:10]3[C:5](=[CH:4][CH:3]=[C:2]([Cl:1])[CH:11]=3)[CH:6]=[C:7]([C:18]3[NH:22][C:21](=[O:23])[NH:20][N:19]=3)[N:8]=2)[CH2:14]1)(=[O:35])[CH:33]=[CH2:34]. The yield is 0.180. (2) The reactants are [Cl:1][C:2]1[C:7]([CH3:8])=[CH:6][N:5]=[C:4]([C:9]([OH:11])=O)[CH:3]=1.[CH:12]1([N:15]2[CH:19]=[N:18][N:17]=[C:16]2[C:20]2[N:25]=[C:24]([NH2:26])[CH:23]=[CH:22][CH:21]=2)[CH2:14][CH2:13]1.F[P-](F)(F)(F)(F)F.N1(OC(N(C)C)=[N+](C)C)C2N=CC=CC=2N=N1.CN1CCOCC1. The catalyst is CN(C)C=O. The product is [Cl:1][C:2]1[C:7]([CH3:8])=[CH:6][N:5]=[C:4]([C:9]([NH:26][C:24]2[CH:23]=[CH:22][CH:21]=[C:20]([C:16]3[N:15]([CH:12]4[CH2:14][CH2:13]4)[CH:19]=[N:18][N:17]=3)[N:25]=2)=[O:11])[CH:3]=1. The yield is 0.470. (3) The reactants are [Cl:1][C:2]1[C:15]([Cl:16])=[CH:14][CH:13]=[CH:12][C:3]=1[CH2:4][C:5]1[CH:10]=[CH:9][C:8]([NH2:11])=[CH:7][CH:6]=1.C([O:19][CH:20]=[C:21]([C:27](OCC)=O)[C:22]([O:24][CH2:25][CH3:26])=[O:23])C. The catalyst is C1(C)C=CC=CC=1. The product is [Cl:1][C:2]1[C:15]([Cl:16])=[CH:14][CH:13]=[CH:12][C:3]=1[CH2:4][C:5]1[CH:6]=[C:7]2[C:8](=[CH:9][CH:10]=1)[NH:11][CH:27]=[C:21]([C:22]([O:24][CH2:25][CH3:26])=[O:23])[C:20]2=[O:19]. The yield is 0.680. (4) The reactants are [Br:1][C:2]1[CH:3]=[C:4]([NH2:9])[C:5]([NH2:8])=[CH:6][CH:7]=1.[CH:10]([CH:12]=O)=O. The catalyst is CO. The product is [Br:1][C:2]1[CH:3]=[C:4]2[C:5](=[CH:6][CH:7]=1)[N:8]=[CH:12][CH:10]=[N:9]2. The yield is 0.500. (5) The reactants are [Cl:1][C:2]1[CH:7]=[C:6]([Cl:8])[CH:5]=[CH:4][C:3]=1[CH2:9][C:10]([OH:12])=O.[CH3:13][C:14]1[N:15]=[C:16]([NH2:25])[S:17][C:18]=1[CH2:19][CH2:20][O:21][N+:22]([O-:24])=[O:23]. No catalyst specified. The product is [Cl:1][C:2]1[CH:7]=[C:6]([Cl:8])[CH:5]=[CH:4][C:3]=1[CH2:9][C:10]([NH:25][C:16]1[S:17][C:18]([CH2:19][CH2:20][O:21][N+:22]([O-:24])=[O:23])=[C:14]([CH3:13])[N:15]=1)=[O:12]. The yield is 0.690.